This data is from Forward reaction prediction with 1.9M reactions from USPTO patents (1976-2016). The task is: Predict the product of the given reaction. (1) Given the reactants [Br:1][C:2]1[C:11]2[C:6](=[CH:7][CH:8]=[CH:9][CH:10]=2)[C:5]([CH3:12])=[C:4]([NH2:13])[N:3]=1.Cl[S:15]([C:18]1[CH:28]=[CH:27][C:21]([C:22]([O:24][CH2:25][CH3:26])=[O:23])=[CH:20][CH:19]=1)(=[O:17])=[O:16].Br[CH2:30][C:31]1[CH:36]=[CH:35][C:34]([O:37][C:38]([F:41])([F:40])[F:39])=[CH:33][CH:32]=1, predict the reaction product. The product is: [Br:1][C:2]1[C:11]2[C:6](=[CH:7][CH:8]=[CH:9][CH:10]=2)[C:5]([CH3:12])=[C:4]([N:13]([CH2:30][C:31]2[CH:36]=[CH:35][C:34]([O:37][C:38]([F:39])([F:40])[F:41])=[CH:33][CH:32]=2)[S:15]([C:18]2[CH:28]=[CH:27][C:21]([C:22]([O:24][CH2:25][CH3:26])=[O:23])=[CH:20][CH:19]=2)(=[O:17])=[O:16])[N:3]=1. (2) Given the reactants Br[C:2]1[C:3]([O:11][CH3:12])=[CH:4][C:5]([F:10])=[C:6]([CH:9]=1)[C:7]#[N:8].[CH2:13]([Sn](CCCC)(CCCC)CCCC)[CH:14]=[CH2:15].[Li+].[Cl-], predict the reaction product. The product is: [F:10][C:5]1[CH:4]=[C:3]([O:11][CH3:12])[C:2]([CH2:15][CH:14]=[CH2:13])=[CH:9][C:6]=1[C:7]#[N:8].